This data is from NCI-60 drug combinations with 297,098 pairs across 59 cell lines. The task is: Regression. Given two drug SMILES strings and cell line genomic features, predict the synergy score measuring deviation from expected non-interaction effect. (1) Drug 2: CC(C)CN1C=NC2=C1C3=CC=CC=C3N=C2N. Synergy scores: CSS=47.2, Synergy_ZIP=2.24, Synergy_Bliss=-0.167, Synergy_Loewe=2.14, Synergy_HSA=3.00. Cell line: K-562. Drug 1: C1C(C(OC1N2C=NC3=C(N=C(N=C32)Cl)N)CO)O. (2) Drug 1: CCC1(C2=C(COC1=O)C(=O)N3CC4=CC5=C(C=CC(=C5CN(C)C)O)N=C4C3=C2)O.Cl. Drug 2: B(C(CC(C)C)NC(=O)C(CC1=CC=CC=C1)NC(=O)C2=NC=CN=C2)(O)O. Cell line: MOLT-4. Synergy scores: CSS=70.6, Synergy_ZIP=-1.84, Synergy_Bliss=-2.76, Synergy_Loewe=-4.08, Synergy_HSA=-1.52. (3) Drug 1: CC1=C2C(C(=O)C3(C(CC4C(C3C(C(C2(C)C)(CC1OC(=O)C(C(C5=CC=CC=C5)NC(=O)OC(C)(C)C)O)O)OC(=O)C6=CC=CC=C6)(CO4)OC(=O)C)OC)C)OC. Drug 2: CN(CC1=CN=C2C(=N1)C(=NC(=N2)N)N)C3=CC=C(C=C3)C(=O)NC(CCC(=O)O)C(=O)O. Cell line: SNB-19. Synergy scores: CSS=52.1, Synergy_ZIP=-6.91, Synergy_Bliss=-9.04, Synergy_Loewe=-6.36, Synergy_HSA=-2.77. (4) Drug 1: CNC(=O)C1=CC=CC=C1SC2=CC3=C(C=C2)C(=NN3)C=CC4=CC=CC=N4. Drug 2: COC1=CC(=CC(=C1O)OC)C2C3C(COC3=O)C(C4=CC5=C(C=C24)OCO5)OC6C(C(C7C(O6)COC(O7)C8=CC=CS8)O)O. Cell line: CCRF-CEM. Synergy scores: CSS=24.2, Synergy_ZIP=-11.2, Synergy_Bliss=-18.0, Synergy_Loewe=-32.4, Synergy_HSA=-16.5. (5) Drug 1: C1=CN(C=N1)CC(O)(P(=O)(O)O)P(=O)(O)O. Drug 2: C#CCC(CC1=CN=C2C(=N1)C(=NC(=N2)N)N)C3=CC=C(C=C3)C(=O)NC(CCC(=O)O)C(=O)O. Cell line: HOP-62. Synergy scores: CSS=0.498, Synergy_ZIP=-1.73, Synergy_Bliss=-5.48, Synergy_Loewe=-7.43, Synergy_HSA=-8.59.